Dataset: Full USPTO retrosynthesis dataset with 1.9M reactions from patents (1976-2016). Task: Predict the reactants needed to synthesize the given product. (1) The reactants are: [C:1]([CH2:4][CH2:5][CH2:6][O:7][C:8]1[CH:13]=[CH:12][C:11]([S:14]([C:17]2([C:23](OC(C)(C)C)=[O:24])[CH2:22][CH2:21][O:20][CH2:19][CH2:18]2)(=[O:16])=[O:15])=[CH:10][CH:9]=1)(O)=[O:2].O.[OH:31][N:32]1C2C=CC=CC=2N=N1.C(N(CC)CC)C.[C:48]1([CH3:58])[C:49]([C:54]([NH:56][NH2:57])=O)=[CH:50][CH:51]=[CH:52][CH:53]=1.Cl.CN(C)CCCN=C=NCC. Given the product [OH:31][NH:32][C:23]([C:17]1([S:14]([C:11]2[CH:10]=[CH:9][C:8]([O:7][CH2:6][CH2:5][CH2:4][C:1]3[O:2][C:54]([C:49]4[CH:50]=[CH:51][CH:52]=[CH:53][C:48]=4[CH3:58])=[N:56][N:57]=3)=[CH:13][CH:12]=2)(=[O:16])=[O:15])[CH2:22][CH2:21][O:20][CH2:19][CH2:18]1)=[O:24], predict the reactants needed to synthesize it. (2) Given the product [CH3:21][C:13]1([CH3:22])[CH2:14][CH2:15][CH2:16][C:17]([CH3:18])([CH3:19])[P:12]1[C:7]1[CH:8]=[CH:9][CH:10]=[CH:11][C:6]=1[N:1]1[CH:5]=[CH:4][CH:3]=[CH:2]1, predict the reactants needed to synthesize it. The reactants are: [N:1]1([C:6]2[CH:11]=[CH:10][CH:9]=[CH:8][C:7]=2[P:12]2[C:17]([CH3:19])([CH3:18])[CH2:16][C:15](=O)[CH2:14][C:13]2([CH3:22])[CH3:21])[CH:5]=[CH:4][CH:3]=[CH:2]1.C(O)COCCO.O.NN.[OH-].[K+].